Dataset: Forward reaction prediction with 1.9M reactions from USPTO patents (1976-2016). Task: Predict the product of the given reaction. (1) Given the reactants [Br:1][C:2]1[CH:3]=[N:4][C:5](Cl)=[N:6][CH:7]=1.[C:9]([NH:16][CH2:17][CH2:18][NH2:19])([O:11][C:12]([CH3:15])([CH3:14])[CH3:13])=[O:10].C(N(CC)CC)C, predict the reaction product. The product is: [C:12]([O:11][C:9](=[O:10])[NH:16][CH2:17][CH2:18][NH:19][C:5]1[N:4]=[CH:3][C:2]([Br:1])=[CH:7][N:6]=1)([CH3:15])([CH3:13])[CH3:14]. (2) Given the reactants [Na].Cl.[NH2:3][C:4]([NH2:6])=[NH:5].[O-]CC.[Na+].CCO.CN(C)/[CH:16]=[CH:17]/[C:18]([C:20]1[S:24][C:23]([C:25]([NH:27][CH2:28][C:29]2[CH:34]=[CH:33][CH:32]=[C:31]([O:35][CH3:36])[CH:30]=2)=[O:26])=[CH:22][CH:21]=1)=O, predict the reaction product. The product is: [NH2:5][C:4]1[N:6]=[C:18]([C:20]2[S:24][C:23]([C:25]([NH:27][CH2:28][C:29]3[CH:34]=[CH:33][CH:32]=[C:31]([O:35][CH3:36])[CH:30]=3)=[O:26])=[CH:22][CH:21]=2)[CH:17]=[CH:16][N:3]=1.